Dataset: Catalyst prediction with 721,799 reactions and 888 catalyst types from USPTO. Task: Predict which catalyst facilitates the given reaction. (1) Reactant: [Cl:1][C:2]1[C:7]([C:8]2[CH:13]=[CH:12][CH:11]=[C:10]([CH2:14][CH3:15])[CH:9]=2)=[C:6]([C@:16]([C@@H:22]2[O:27][CH2:26][CH2:25][NH:24][CH2:23]2)([OH:21])[CH2:17][CH2:18][CH:19]=[CH2:20])[CH:5]=[CH:4][CH:3]=1.[C:28]([O:32][C:33]([NH:35][C@H:36]1[C@@H:40]([OH:41])[CH2:39][C@@H:38]([C:42](O)=[O:43])[CH2:37]1)=[O:34])([CH3:31])([CH3:30])[CH3:29].CCN(C(C)C)C(C)C.CN(C(ON1N=NC2C=CC=CC1=2)=[N+](C)C)C.F[P-](F)(F)(F)(F)F. Product: [Cl:1][C:2]1[C:7]([C:8]2[CH:13]=[CH:12][CH:11]=[C:10]([CH2:14][CH3:15])[CH:9]=2)=[C:6]([C@:16]([C@@H:22]2[O:27][CH2:26][CH2:25][N:24]([C:42]([C@H:38]3[CH2:37][C@@H:36]([NH:35][C:33](=[O:34])[O:32][C:28]([CH3:29])([CH3:31])[CH3:30])[C@@H:40]([OH:41])[CH2:39]3)=[O:43])[CH2:23]2)([OH:21])[CH2:17][CH2:18][CH:19]=[CH2:20])[CH:5]=[CH:4][CH:3]=1. The catalyst class is: 18. (2) Reactant: [C:1]([C@@:4]1([OH:25])[C@@H:8]([CH:9]([C:11](=[O:13])[CH3:12])[OH:10])[O:7][C@@H:6]([N:14]2[C:23]3[C:17]([C:18](Br)([N:20]=[CH:21][N:22]=3)[NH2:19])=[N:16][CH2:15]2)[CH2:5]1)(=[O:3])[CH3:2].[OH:26][C:27]1[CH:34]=[CH:33][CH:32]=[CH:31][C:28]=1[CH2:29]N.Cl.C(N(CC)CC)C. Product: [OH:26][C:27]1[CH:34]=[CH:33][CH:32]=[CH:31][C:28]=1[CH2:29][NH:19][C:18]1[C:17]2[N:16]=[CH:15][N:14]([C:23]=2[N:22]=[CH:21][N:20]=1)[C@@H:6]1[O:7][C@H:8]([CH:9]([C:11](=[O:13])[CH3:12])[OH:10])[C@@:4]([C:1](=[O:3])[CH3:2])([OH:25])[CH2:5]1. The catalyst class is: 14. (3) Reactant: [CH2:1]([N:3]([CH:13]1[CH2:18][CH2:17][O:16][CH2:15][CH2:14]1)[C:4]1[S:8][CH:7]=[C:6]([C:9]([OH:11])=[O:10])[C:5]=1[CH3:12])[CH3:2].C1C(=O)N([Br:26])C(=O)C1. Product: [Br:26][C:7]1[S:8][C:4]([N:3]([CH2:1][CH3:2])[CH:13]2[CH2:14][CH2:15][O:16][CH2:17][CH2:18]2)=[C:5]([CH3:12])[C:6]=1[C:9]([OH:11])=[O:10]. The catalyst class is: 18. (4) Reactant: C(OC(=O)C[CH:8]([CH2:12][CH:13]([CH3:15])[CH3:14])[C:9]([OH:11])=[O:10])(C)(C)C.[CH3:17]O. Product: [CH:13]([CH:12]1[CH2:17][O:11][C:9](=[O:10])[CH2:8]1)([CH3:14])[CH3:15]. The catalyst class is: 1. (5) Product: [C:12]([NH:20][C:21]1[CH:30]=[C:29]([OH:31])[CH:28]=[CH:27][C:22]=1[C:23]([O:25][CH3:26])=[O:24])(=[O:19])[C:13]1[CH:14]=[CH:15][CH:16]=[CH:17][CH:18]=1. Reactant: [Cl-].[Al+3].[Cl-].[Cl-].C1(C)C=CC=CC=1.[C:12]([NH:20][C:21]1[CH:30]=[C:29]([O:31]C)[CH:28]=[CH:27][C:22]=1[C:23]([O:25][CH3:26])=[O:24])(=[O:19])[C:13]1[CH:18]=[CH:17][CH:16]=[CH:15][CH:14]=1.Cl. The catalyst class is: 13. (6) Reactant: C([O:8][CH2:9][C:10]1([C:23]([O:25][CH3:26])=[O:24])[CH2:15][CH2:14][N:13]([C:16]([O:18][C:19]([CH3:22])([CH3:21])[CH3:20])=[O:17])[CH2:12][CH2:11]1)C1C=CC=CC=1.[H][H]. Product: [OH:8][CH2:9][C:10]1([C:23]([O:25][CH3:26])=[O:24])[CH2:11][CH2:12][N:13]([C:16]([O:18][C:19]([CH3:21])([CH3:22])[CH3:20])=[O:17])[CH2:14][CH2:15]1. The catalyst class is: 19. (7) Reactant: C(O[C:6](=O)[N:7]([CH:9]([CH2:36][CH:37]1[CH2:42][CH2:41][CH2:40][O:39][CH2:38]1)[CH2:10][NH:11][C:12](=[O:35])[C:13]1[CH:18]=[CH:17][CH:16]=[C:15]([CH:19]([O:27][CH2:28][CH2:29][NH:30][C:31]([O:33][CH3:34])=[O:32])[C:20]2[CH:21]=[C:22]([CH3:26])[CH:23]=[CH:24][CH:25]=2)[CH:14]=1)C)(C)(C)C. Product: [CH3:6][NH:7][C@@H:9]([CH2:36][C@H:37]1[CH2:42][CH2:41][CH2:40][O:39][CH2:38]1)[CH2:10][NH:11][C:12]([C:13]1[CH:14]=[C:15]([CH:19]([C:20]2[CH:21]=[C:22]([CH3:26])[CH:23]=[CH:24][CH:25]=2)[O:27][CH2:28][CH2:29][NH:30][C:31](=[O:32])[O:33][CH3:34])[CH:16]=[CH:17][CH:18]=1)=[O:35]. The catalyst class is: 89. (8) Reactant: [O:1]=[S:2]1(=[O:24])[CH2:7][CH:6]=[C:5]([C:8]2[CH:9]=[CH:10][C:11]([N+:21]([O-])=O)=[C:12]([N:14]3[CH2:19][CH2:18][CH:17]([CH3:20])[CH2:16][CH2:15]3)[CH:13]=2)[CH2:4][CH2:3]1. Product: [O:24]=[S:2]1(=[O:1])[CH2:7][CH2:6][CH:5]([C:8]2[CH:9]=[CH:10][C:11]([NH2:21])=[C:12]([N:14]3[CH2:15][CH2:16][CH:17]([CH3:20])[CH2:18][CH2:19]3)[CH:13]=2)[CH2:4][CH2:3]1. The catalyst class is: 19.